Dataset: Full USPTO retrosynthesis dataset with 1.9M reactions from patents (1976-2016). Task: Predict the reactants needed to synthesize the given product. (1) Given the product [Cl:13][C:10]1[C:9]2[C:4](=[CH:5][C:6]([F:15])=[CH:7][C:8]=2[F:14])[N:3]=[C:2]([N:21]2[C:22](=[O:24])[CH2:23][C:19]3([CH2:16][O:17][CH2:18]3)[CH2:20]2)[C:11]=1[CH3:12], predict the reactants needed to synthesize it. The reactants are: Cl[C:2]1[C:11]([CH3:12])=[C:10]([Cl:13])[C:9]2[C:4](=[CH:5][C:6]([F:15])=[CH:7][C:8]=2[F:14])[N:3]=1.[CH2:16]1[C:19]2([CH2:23][C:22](=[O:24])[NH:21][CH2:20]2)[CH2:18][O:17]1.CC1(C)C2C=CC=C(P(C3C=CC=CC=3)C3C=CC=CC=3)C=2OC2C1=CC=CC=2P(C1C=CC=CC=1)C1C=CC=CC=1.C(=O)([O-])[O-].[Cs+].[Cs+]. (2) The reactants are: C([O:3][C:4]([CH2:6][O:7][C:8]1[CH:17]=[CH:16][C:11]2[O:12][CH2:13][C:14](=[O:15])[C:10]=2[CH:9]=1)=[O:5])C.O.OS(O)(=O)=O.[Na+].[Cl-]. Given the product [C:4]([CH2:6][O:7][C:8]1[CH:17]=[CH:16][C:11]2[O:12][CH2:13][C:14](=[O:15])[C:10]=2[CH:9]=1)([OH:5])=[O:3], predict the reactants needed to synthesize it.